This data is from Full USPTO retrosynthesis dataset with 1.9M reactions from patents (1976-2016). The task is: Predict the reactants needed to synthesize the given product. (1) Given the product [CH3:22][N:2]([CH3:1])[CH2:3][CH2:4][CH2:5][O:6][C:7]1[CH:8]=[C:9]2[C:14](=[CH:15][CH:16]=1)[N:13]=[CH:12][CH:11]=[C:10]2[C:17]1[CH:21]=[CH:20][N:19]([S:31]([C:27]2[CH:26]=[C:25]([CH:30]=[CH:29][CH:28]=2)[C:23]#[N:24])(=[O:33])=[O:32])[N:18]=1, predict the reactants needed to synthesize it. The reactants are: [CH3:1][N:2]([CH3:22])[CH2:3][CH2:4][CH2:5][O:6][C:7]1[CH:8]=[C:9]2[C:14](=[CH:15][CH:16]=1)[N:13]=[CH:12][CH:11]=[C:10]2[C:17]1[CH:21]=[CH:20][NH:19][N:18]=1.[C:23]([C:25]1[CH:26]=[C:27]([S:31](Cl)(=[O:33])=[O:32])[CH:28]=[CH:29][CH:30]=1)#[N:24]. (2) Given the product [F:20][C:21]([F:34])([F:33])[S:22]([O:6][CH2:5][C:2]([F:13])([F:1])[CH2:3][OH:4])(=[O:24])=[O:23], predict the reactants needed to synthesize it. The reactants are: [F:1][C:2]([F:13])([CH2:5][O:6]C1CCCCO1)[CH2:3][OH:4].N1C=CC=CC=1.[F:20][C:21]([F:34])([F:33])[S:22](O[S:22]([C:21]([F:34])([F:33])[F:20])(=[O:24])=[O:23])(=[O:24])=[O:23].C(=O)([O-])O.[Na+]. (3) Given the product [C:2]([C:7]1[O:11][C:10]([CH2:12][N:13]2[CH:17]=[C:16]([NH:18][C:33]([C:28]3[N:29]=[C:30]([CH3:32])[O:31][C:27]=3[C:22]3[CH:21]=[C:20]([CH3:19])[CH:25]=[C:24]([CH3:26])[CH:23]=3)=[O:34])[CH:15]=[N:14]2)=[CH:9][CH:8]=1)(=[O:6])[CH3:1], predict the reactants needed to synthesize it. The reactants are: [CH3:1][C:2]1([C:7]2[O:11][C:10]([CH2:12][N:13]3[CH:17]=[C:16]([NH2:18])[CH:15]=[N:14]3)=[CH:9][CH:8]=2)[O:6]CCO1.[CH3:19][C:20]1[CH:21]=[C:22]([C:27]2[O:31][C:30]([CH3:32])=[N:29][C:28]=2[C:33](O)=[O:34])[CH:23]=[C:24]([CH3:26])[CH:25]=1.